This data is from Reaction yield outcomes from USPTO patents with 853,638 reactions. The task is: Predict the reaction yield, written as a fraction of the theoretical maximum amount of product (1.0 means a 100% yield; for example, 0.34 means a 34% yield). The reactants are [CH2:1]([O:8][C:9]([N:11]1[CH2:15][CH2:14][C@H:13]2[N:16]([C:20](=[O:27])[C:21]3[CH:26]=[CH:25][CH:24]=[CH:23][CH:22]=3)[CH2:17][C@H:18]([OH:19])[C@@H:12]12)=[O:10])[C:2]1[CH:7]=[CH:6][CH:5]=[CH:4][CH:3]=1.CC(OI1(OC(C)=O)(OC(C)=O)OC(=O)C2C=CC=CC1=2)=O. The catalyst is ClCCl. The product is [CH2:1]([O:8][C:9]([N:11]1[CH2:15][CH2:14][C@H:13]2[N:16]([C:20](=[O:27])[C:21]3[CH:26]=[CH:25][CH:24]=[CH:23][CH:22]=3)[CH2:17][C:18](=[O:19])[C@@H:12]12)=[O:10])[C:2]1[CH:7]=[CH:6][CH:5]=[CH:4][CH:3]=1. The yield is 0.780.